This data is from Forward reaction prediction with 1.9M reactions from USPTO patents (1976-2016). The task is: Predict the product of the given reaction. (1) Given the reactants [C:1]([O:5][C:6](=[O:17])[NH:7][C:8]1[C:13]([NH:14][NH2:15])=[N:12][C:11]([Br:16])=[CH:10][N:9]=1)([CH3:4])([CH3:3])[CH3:2].[CH3:18][C:19]([CH2:21][C:22]([CH3:24])=O)=O, predict the reaction product. The product is: [C:1]([O:5][C:6](=[O:17])[NH:7][C:8]1[C:13]([N:14]2[C:22]([CH3:24])=[CH:21][C:19]([CH3:18])=[N:15]2)=[N:12][C:11]([Br:16])=[CH:10][N:9]=1)([CH3:4])([CH3:2])[CH3:3]. (2) Given the reactants Cl[C:2]1[CH:10]=[C:9]([N+:11]([O-:13])=[O:12])[CH:8]=[CH:7][C:3]=1[C:4]([OH:6])=[O:5].[CH3:14][S:15]SC.[OH-].[Na+], predict the reaction product. The product is: [CH3:14][S:15][C:2]1[CH:10]=[C:9]([N+:11]([O-:13])=[O:12])[CH:8]=[CH:7][C:3]=1[C:4]([OH:6])=[O:5]. (3) Given the reactants Cl[C:2]1[CH:3]=[C:4]([C:10]([NH:12][C@H:13]([C:18]2[CH:23]=[CH:22][CH:21]=[CH:20][C:19]=2[Cl:24])[CH2:14][C:15]([OH:17])=[O:16])=[O:11])[CH:5]=[N:6][C:7]=1[O:8][CH3:9].O, predict the reaction product. The product is: [Cl:24][C:19]1[CH:20]=[CH:21][CH:22]=[CH:23][C:18]=1[C@@H:13]([NH:12][C:10]([C:4]1[CH:5]=[N:6][C:7]([O:8][CH3:9])=[C:2]([C:18]2[CH:23]=[CH:22][CH:21]=[CH:20][CH:19]=2)[CH:3]=1)=[O:11])[CH2:14][C:15]([OH:17])=[O:16].